This data is from Full USPTO retrosynthesis dataset with 1.9M reactions from patents (1976-2016). The task is: Predict the reactants needed to synthesize the given product. (1) Given the product [N:38]1([CH2:45][CH2:46][O:10][C:8]2[CH:9]=[CH:4][C:5]([CH2:12][CH2:13][CH2:14][NH:3][C:4]3[CH:9]=[C:8]([O:10][CH3:11])[CH:7]=[CH:6][C:5]=3[C@H:12]3[CH2:21][CH2:20][C:19]4[CH:18]=[C:17]([OH:22])[CH:16]=[CH:15][C:14]=4[CH2:13]3)=[CH:6][CH:7]=2)[CH2:44][CH2:43][CH2:42][CH2:41][CH2:40][CH2:39]1, predict the reactants needed to synthesize it. The reactants are: C([N:3](C(=O)C1C=CC(O)=CC=1)[C:4]1[CH:9]=[C:8]([O:10][CH3:11])[CH:7]=[CH:6][C:5]=1[C@H:12]1[CH2:21][CH2:20][C:19]2[CH:18]=[C:17]([O:22]C(=O)C(C)(C)C)[CH:16]=[CH:15][C:14]=2[CH2:13]1)C.[N:38]1([C:45](=O)[CH2:46]Cl)[CH2:44][CH2:43][CH2:42][CH2:41][CH2:40][CH2:39]1. (2) Given the product [C:24]1([C:23]2[C:18]([C:15]3[CH:14]=[CH:13][C:12]([C:8]4([NH2:7])[CH2:9][CH2:10][CH2:11]4)=[CH:17][CH:16]=3)=[N:19][C:20]3[N:21]([C:30]([CH:33]=[CH2:34])=[CH:31][N:32]=3)[CH:22]=2)[CH:25]=[CH:26][CH:27]=[CH:28][CH:29]=1, predict the reactants needed to synthesize it. The reactants are: C(OC(=O)[NH:7][C:8]1([C:12]2[CH:17]=[CH:16][C:15]([C:18]3[C:23]([C:24]4[CH:29]=[CH:28][CH:27]=[CH:26][CH:25]=4)=[CH:22][N:21]4[C:30]([CH:33]=[CH2:34])=[CH:31][N:32]=[C:20]4[N:19]=3)=[CH:14][CH:13]=2)[CH2:11][CH2:10][CH2:9]1)(C)(C)C.Cl.CO.